Task: Binary Classification. Given a miRNA mature sequence and a target amino acid sequence, predict their likelihood of interaction.. Dataset: Experimentally validated miRNA-target interactions with 360,000+ pairs, plus equal number of negative samples (1) The miRNA is hsa-miR-942-5p with sequence UCUUCUCUGUUUUGGCCAUGUG. The protein sequence of the target gene is MADGGEREELLSPSPVSPAKRQCSWPSPQAHHPRGSPGAAGGGAGGVGSSCLVLGARPHLQPDSLLDCAAKTVAEKWAYERVEERFERIPEPVQRRIVYWSFPRNEREICMYSSFQYRGGPGAGAAGGAAGASPAEEGPQPPPGAAAPAGSAPGGVAAGASPGLGAGAGAAGCGGEGLPFRRGIRLLDSGSVENVLQVGFHLSGTVTELATASEPAVTYKVAISFDRCKITSVTCGCGNKDIFYCAHVVALSLYRIRKPDQVKLRLPISETLFQMNRDQLQKFIQYLITAHHTEVLPTAQ.... Result: 1 (interaction). (2) The miRNA is hsa-miR-6801-5p with sequence UGGUCAGAGGCAGCAGGAAAUGA. The protein sequence of the target gene is MYDRAPRWLDCANRGSTEEHVGPGTYQVPFPKQQATGCYAPFLSLSSKTSACVVSSDAGQAVPGPAHYNVSQAQYNIRGGRSLQNREKRFKKLISDGPGPGSYNWPYLGTLCITTRQKTPRTPAVSRNIDIPSIPSSGKSHGYHLNDDDTIMRRTPPPSDNTIGPAYYNPQFDYPKASLKYKGVNFGNATGRQEFLKYSGPGPGQYDIIQKRKLHCENINIKREQEHNYYTYVPRLYEAIILQEEKKGVPGPGKYNIKSEFDMIKSMSALVNSPSFIFFSETERFEPIKSCTPAPGTYNE.... Result: 0 (no interaction).